Task: Predict the reaction yield, written as a fraction of the theoretical maximum amount of product (1.0 means a 100% yield; for example, 0.34 means a 34% yield).. Dataset: Reaction yield outcomes from USPTO patents with 853,638 reactions (1) The reactants are I[C:2]1[CH:7]=[CH:6][CH:5]=[C:4]([O:8][CH3:9])[C:3]=1[NH:10][C:11](=[O:17])[O:12][C:13]([CH3:16])([CH3:15])[CH3:14].[C:18]([Si:20]([CH3:23])([CH3:22])[CH3:21])#[CH:19].C(N(CC)CC)C. The catalyst is C1COCC1.[Cu]I.Cl[Pd](Cl)([P](C1C=CC=CC=1)(C1C=CC=CC=1)C1C=CC=CC=1)[P](C1C=CC=CC=1)(C1C=CC=CC=1)C1C=CC=CC=1. The product is [CH3:9][O:8][C:4]1[CH:5]=[CH:6][CH:7]=[C:2]([C:19]#[C:18][Si:20]([CH3:23])([CH3:22])[CH3:21])[C:3]=1[NH:10][C:11](=[O:17])[O:12][C:13]([CH3:16])([CH3:15])[CH3:14]. The yield is 0.980. (2) The reactants are [CH2:1]([O:3][C:4](=[O:13])[C:5]1[CH:10]=[CH:9][C:8]([NH2:11])=[N:7][C:6]=1[NH2:12])[CH3:2].[I:14]N1C(=O)CCC1=O.O.O.O.O.O.S([O-])([O-])(=O)=S.[Na+].[Na+]. The yield is 0.355. The product is [CH2:1]([O:3][C:4](=[O:13])[C:5]1[CH:10]=[C:9]([I:14])[C:8]([NH2:11])=[N:7][C:6]=1[NH2:12])[CH3:2]. The catalyst is CN(C)C=O. (3) The reactants are C(OC([NH:8][C@H:9]1[CH2:15][CH2:14][CH2:13][N:12]([CH2:16][CH2:17][NH:18][C:19](=[O:28])[O:20][CH2:21][C:22]2[CH:27]=[CH:26][CH:25]=[CH:24][CH:23]=2)[CH2:11][CH2:10]1)=O)(C)(C)C.[F:29][C:30]([F:35])([F:34])[C:31]([OH:33])=[O:32]. The catalyst is ClCCl. The product is [F:29][C:30]([F:35])([F:34])[C:31]([O-:33])=[O:32].[CH2:21]([O:20][C:19]([NH:18][CH2:17][CH2:16][N:12]1[CH2:13][CH2:14][CH2:15][C@H:9]([NH3+:8])[CH2:10][CH2:11]1)=[O:28])[C:22]1[CH:27]=[CH:26][CH:25]=[CH:24][CH:23]=1. The yield is 0.660. (4) The reactants are [C:1]1([CH:7]([CH2:12][CH3:13])[CH2:8][C:9](=O)[CH3:10])[CH:6]=[CH:5][CH:4]=[CH:3][CH:2]=1.[H-].[Al+3].[Li+].[H-].[H-].[H-].[O:20]1CCCC1. No catalyst specified. The product is [C:1]1([CH:7]2[CH2:12][CH2:13][CH:10]([OH:20])[CH2:9][CH2:8]2)[CH:6]=[CH:5][CH:4]=[CH:3][CH:2]=1. The yield is 0.740.